Predict the reactants needed to synthesize the given product. From a dataset of Full USPTO retrosynthesis dataset with 1.9M reactions from patents (1976-2016). (1) The reactants are: [CH2:1]([NH:4][C:5]1[C:14]([N+:15]([O-])=O)=[CH:13][C:8]([C:9]([O:11][CH3:12])=[O:10])=[C:7]([NH:18][C:19]2[CH:24]=[CH:23][C:22]([I:25])=[CH:21][C:20]=2[F:26])[C:6]=1[F:27])[CH:2]=[CH2:3].[Cl-].[NH4+].O. Given the product [CH2:1]([NH:4][C:5]1[C:14]([NH2:15])=[CH:13][C:8]([C:9]([O:11][CH3:12])=[O:10])=[C:7]([NH:18][C:19]2[CH:24]=[CH:23][C:22]([I:25])=[CH:21][C:20]=2[F:26])[C:6]=1[F:27])[CH:2]=[CH2:3], predict the reactants needed to synthesize it. (2) Given the product [CH3:27][S:24]([O:23][C:20]1[CH:21]=[CH:22][C:16]2[O:15][CH2:14][CH:13]([CH2:12][N:28]3[CH2:33][CH2:32][CH2:31][CH2:30][CH2:29]3)[O:18][C:17]=2[CH:19]=1)(=[O:25])=[O:26], predict the reactants needed to synthesize it. The reactants are: CC1C=CC(S(O[CH2:12][CH:13]2[O:18][C:17]3[CH:19]=[C:20]([O:23][S:24]([CH3:27])(=[O:26])=[O:25])[CH:21]=[CH:22][C:16]=3[O:15][CH2:14]2)(=O)=O)=CC=1.[NH:28]1[CH2:33][CH2:32][CH2:31][CH2:30][CH2:29]1. (3) Given the product [C:30]([C:25]1[CH:26]=[CH:27][CH:28]=[CH:29][C:24]=1[C:13]1[C:14](=[O:23])[N:15]([C:17]2[CH:18]=[CH:19][CH:20]=[CH:21][CH:22]=2)[CH:16]=[C:11]([C:8]2[CH:7]=[CH:6][C:5]([OH:4])=[CH:10][N:9]=2)[CH:12]=1)#[N:31], predict the reactants needed to synthesize it. The reactants are: C([O:4][C:5]1[CH:6]=[CH:7][C:8]([C:11]2[CH:12]=[C:13]([C:24]3[CH:29]=[CH:28][CH:27]=[CH:26][C:25]=3[C:30]#[N:31])[C:14](=[O:23])[N:15]([C:17]3[CH:22]=[CH:21][CH:20]=[CH:19][CH:18]=3)[CH:16]=2)=[N:9][CH:10]=1)(=O)C.C(=O)([O-])[O-].[K+].[K+].CO. (4) Given the product [Cl:8][C:6]1[CH:7]=[C:2]([N:21]2[CH:25]=[CH:24][CH:23]=[N:22]2)[N:3]=[C:4]([C:9]2[S:10][CH:11]=[CH:12][CH:13]=2)[N:5]=1, predict the reactants needed to synthesize it. The reactants are: Cl[C:2]1[CH:7]=[C:6]([Cl:8])[N:5]=[C:4]([C:9]2[S:10][CH:11]=[CH:12][CH:13]=2)[N:3]=1.ClC1C=C([N:21]2[CH:25]=[CH:24][CH:23]=[N:22]2)N=C(C2OC=CC=2)N=1.